This data is from Tox21: 12 toxicity assays (nuclear receptors and stress response pathways). The task is: Binary classification across 12 toxicity assays. (1) It tested positive (active) for: SR-ATAD5 (ATAD5 genotoxicity (DNA damage)), and SR-p53 (p53 tumor suppressor activation). The drug is CC1=C(/C=C/C(C)=C/C=C/C(C)=C/C=C/C=C(C)/C=C/C=C(C)/C=C/C2=C(C)C[C@@H](O)CC2(C)C)C(C)(C)C[C@H](O)C1. (2) The compound is Clc1cc(Cl)c(Cl)c(Cl)c1. It tested positive (active) for: NR-AR (Androgen Receptor agonist activity). (3) The drug is N#C[Au-]C#N. It tested positive (active) for: NR-ER-LBD (Estrogen Receptor Ligand Binding Domain agonist), SR-ARE (Antioxidant Response Element (oxidative stress)), SR-ATAD5 (ATAD5 genotoxicity (DNA damage)), and SR-HSE (Heat Shock Element response). (4) The drug is CC1(C)S[C@@H]2[C@H](/N=C/N3CCCCCC3)C(=O)N2[C@H]1C(=O)O. It tested positive (active) for: NR-AR (Androgen Receptor agonist activity). (5) The molecule is COc1cccc2c1[C@@H]1CN(CCCCn3c(=O)[nH]c4c(sc5ncc(-c6ccccc6)nc54)c3=O)C[C@@H]1CO2. It tested positive (active) for: SR-MMP (Mitochondrial Membrane Potential disruption). (6) The molecule is Cc1cc(O)c(C(C)C)cc1Cl. It tested positive (active) for: SR-MMP (Mitochondrial Membrane Potential disruption). (7) The drug is CCCCCCCC/C=C\CCCCCCCC(=O)OC(CO)CO. It tested positive (active) for: SR-HSE (Heat Shock Element response).